From a dataset of Forward reaction prediction with 1.9M reactions from USPTO patents (1976-2016). Predict the product of the given reaction. (1) Given the reactants [CH2:1]([C:3]([NH2:11])([CH3:10])[CH2:4][NH:5][C:6]([CH3:9])([CH3:8])[CH3:7])[CH3:2].[CH3:12][C:13]([CH2:15][CH3:16])=O.[OH-:17].[Na+].[CH:19](Cl)(Cl)Cl, predict the reaction product. The product is: [C:6]([N:5]1[CH2:12][C:13]([CH2:15][CH3:16])([CH3:19])[NH:11][C:3]([CH2:1][CH3:2])([CH3:10])[C:4]1=[O:17])([CH3:9])([CH3:8])[CH3:7]. (2) Given the reactants C(O[C:4](=[O:23])[CH2:5][N:6]1[CH2:10][CH2:9][N:8]([C:11]2[S:12][C:13]([C:17]([O:19][CH2:20][CH3:21])=[O:18])=[C:14]([CH3:16])[N:15]=2)[C:7]1=[O:22])C.[F:24][C:25]1[CH:32]=[CH:31][C:28]([CH2:29][NH2:30])=[CH:27][CH:26]=1.[C-]#N.[Na+], predict the reaction product. The product is: [F:24][C:25]1[CH:32]=[CH:31][C:28]([CH2:29][NH:30][C:4](=[O:23])[CH2:5][N:6]2[CH2:10][CH2:9][N:8]([C:11]3[S:12][C:13]([C:17]([O:19][CH2:20][CH3:21])=[O:18])=[C:14]([CH3:16])[N:15]=3)[C:7]2=[O:22])=[CH:27][CH:26]=1. (3) Given the reactants [123I-].[NH2:2][C:3]1[C:4]([CH:11]2[CH2:15]CC[CH2:12]2)=[N:5][NH:6][C:7]=1[C:8]([NH2:10])=[O:9].[C:16]([NH:19][CH:20]([CH3:24])[C:21](O)=O)(=O)[CH3:17].[C:25](NCC(O)=O)(=O)C, predict the reaction product. The product is: [CH:11]([C:4]1[C:3]2[N:2]=[C:21]3[CH:20]([CH3:24])[NH:19][CH2:16][CH2:17][N:10]3[C:8](=[O:9])[C:7]=2[N:6]([CH3:25])[N:5]=1)([CH3:12])[CH3:15]. (4) Given the reactants [CH2:1]([O:3]/[C:4](=[CH:10]\[C:11]1[CH:16]=[CH:15][C:14]([OH:17])=[CH:13][CH:12]=1)/[C:5]([O:7][CH2:8][CH3:9])=[O:6])[CH3:2].Br[CH2:19][C:20]([C:22]1[CH:27]=[CH:26][CH:25]=[C:24]([O:28][CH3:29])[CH:23]=1)=[O:21].C(=O)([O-])[O-].[K+].[K+], predict the reaction product. The product is: [CH2:1]([O:3]/[C:4](=[CH:10]\[C:11]1[CH:12]=[CH:13][C:14]([O:17][CH2:19][C:20]([C:22]2[CH:27]=[CH:26][CH:25]=[C:24]([O:28][CH3:29])[CH:23]=2)=[O:21])=[CH:15][CH:16]=1)/[C:5]([O:7][CH2:8][CH3:9])=[O:6])[CH3:2].